From a dataset of KCNQ2 potassium channel screen with 302,405 compounds. Binary Classification. Given a drug SMILES string, predict its activity (active/inactive) in a high-throughput screening assay against a specified biological target. (1) The compound is S(=O)(=O)(N1CCC(CC1)C(=O)N1CCN(CC1)c1c(OC)cccc1)c1ccc(F)cc1. The result is 0 (inactive). (2) The molecule is O(C(=O)Cn1nc(NC(=O)c2cc(OC)cc(OC)c2)cc1C)CC. The result is 0 (inactive). (3) The result is 1 (active). The drug is O=C(Nc1ccc(OC)cc1)C(N(C)C(=O)c1nccnc1)c1ccc(OC)cc1. (4) The drug is Fc1c(Cn2c3c(nc2CC)cccc3)cccc1. The result is 0 (inactive). (5) The molecule is S(=O)(=O)(/N=C(\N1CCOCC1)c1ccccc1)c1ccc(cc1)C. The result is 0 (inactive). (6) The drug is Brc1c(CNS(=O)(=O)c2cn(nc2)CC)cccc1. The result is 0 (inactive). (7) The molecule is O=C(NC(c1cc(c(cc1)C)C)C)C1CCCC1. The result is 1 (active). (8) The molecule is NC1=C(C(Cc2c1cccc2)(CC)CC)C#N. The result is 0 (inactive). (9) The molecule is Clc1cc2nc(n(O)c(=O)c2cc1)c1cc(ccc1)C(F)(F)F. The result is 1 (active). (10) The drug is O=C(N1CCN(CC1)c1ccc(OC)cc1)CCC(=O)N1Cc2c(Oc3ncccc13)cccc2. The result is 0 (inactive).